This data is from Catalyst prediction with 721,799 reactions and 888 catalyst types from USPTO. The task is: Predict which catalyst facilitates the given reaction. (1) Reactant: [CH3:1][C:2]1([CH3:26])[N:5]([C:6]2[CH:11]=[CH:10][C:9]([N+:12]([O-])=O)=[CH:8][CH:7]=2)[N:4]([CH:15]2[CH:22]3[CH2:23][CH:18]4[CH2:19][CH:20]([CH2:24][CH:16]2[CH2:17]4)[CH2:21]3)[C:3]1=[O:25]. Product: [NH2:12][C:9]1[CH:10]=[CH:11][C:6]([N:5]2[C:2]([CH3:26])([CH3:1])[C:3](=[O:25])[N:4]2[CH:15]2[CH:16]3[CH2:24][CH:20]4[CH2:19][CH:18]([CH2:23][CH:22]2[CH2:21]4)[CH2:17]3)=[CH:7][CH:8]=1. The catalyst class is: 178. (2) Reactant: [C:1]([O:5][C:6]([NH:8][C@@H:9]([CH2:13][CH:14]1[CH2:16][CH2:15]1)[C:10]([OH:12])=O)=[O:7])([CH3:4])([CH3:3])[CH3:2].OC(C(F)(F)F)=O.[NH2:24][C@@H:25]([CH2:32][C:33]1[CH:38]=[CH:37][CH:36]=[CH:35][CH:34]=1)[C:26]([C@@:28]1([CH3:31])[CH2:30][O:29]1)=[O:27].CN(C(ON1N=NC2C=CC=NC1=2)=[N+](C)C)C.F[P-](F)(F)(F)(F)F.CCN(C(C)C)C(C)C. Product: [CH:14]1([CH2:13][C@H:9]([NH:8][C:6](=[O:7])[O:5][C:1]([CH3:2])([CH3:3])[CH3:4])[C:10]([NH:24][C@@H:25]([CH2:32][C:33]2[CH:38]=[CH:37][CH:36]=[CH:35][CH:34]=2)[C:26]([C@@:28]2([CH3:31])[CH2:30][O:29]2)=[O:27])=[O:12])[CH2:16][CH2:15]1. The catalyst class is: 3. (3) Reactant: [F:1][C:2]1[C:7]([O:8]COC)=[C:6]([CH:12]=[O:13])[CH:5]=[C:4]([F:14])[N:3]=1.C(O)(C(F)(F)F)=O.C(Cl)Cl. Product: [F:1][C:2]1[C:7]([OH:8])=[C:6]([CH:5]=[C:4]([F:14])[N:3]=1)[CH:12]=[O:13]. The catalyst class is: 2. (4) Reactant: C([NH:8][C@H:9]([C:11](O)=[O:12])[CH3:10])(OC(C)(C)C)=O.C1(N=C=NC2CCCCC2)CCCCC1.ON1C(=O)CCC1=O.Cl.[NH2:38][CH2:39][C@@H:40]([C:45]1[CH:50]=[CH:49][C:48]([Cl:51])=[C:47]([O:52][CH2:53][C:54]2[CH:59]=[CH:58][N:57]=[CH:56][CH:55]=2)[CH:46]=1)[CH2:41][C:42]([OH:44])=[O:43].C(=O)(O)[O-].[Na+]. Product: [ClH:51].[NH2:8][C@@H:9]([CH3:10])[C:11]([NH:38][CH2:39][C@@H:40]([C:45]1[CH:50]=[CH:49][C:48]([Cl:51])=[C:47]([O:52][CH2:53][C:54]2[CH:59]=[CH:58][N:57]=[CH:56][CH:55]=2)[CH:46]=1)[CH2:41][C:42]([OH:44])=[O:43])=[O:12]. The catalyst class is: 47. (5) Reactant: [OH:1][C@H:2]1[CH2:6][CH2:5][O:4][C:3]1=[O:7].N1C=CN=C1.C1COCC1.[Si:18](Cl)([C:31]([CH3:34])([CH3:33])[CH3:32])([C:25]1[CH:30]=[CH:29][CH:28]=[CH:27][CH:26]=1)[C:19]1[CH:24]=[CH:23][CH:22]=[CH:21][CH:20]=1. Product: [Si:18]([O:1][C@H:2]1[CH2:6][CH2:5][O:4][C:3]1=[O:7])([C:31]([CH3:34])([CH3:33])[CH3:32])([C:25]1[CH:26]=[CH:27][CH:28]=[CH:29][CH:30]=1)[C:19]1[CH:24]=[CH:23][CH:22]=[CH:21][CH:20]=1. The catalyst class is: 237. (6) Reactant: [NH2:1][C:2]1[CH:3]=[C:4]([C:8]2[C:12]([C:13]3[CH:18]=[CH:17][N:16]=[C:15]([NH:19][CH3:20])[CH:14]=3)=[CH:11][N:10]([CH2:21][C:22]3[CH:27]=[CH:26][C:25]([O:28][CH3:29])=[CH:24][CH:23]=3)[N:9]=2)[CH:5]=[CH:6][CH:7]=1.[F:30][C:31]([F:42])([F:41])[C:32]1[CH:37]=[CH:36][C:35]([N:38]=[C:39]=[O:40])=[CH:34][CH:33]=1.[Na]. Product: [CH3:29][O:28][C:25]1[CH:24]=[CH:23][C:22]([CH2:21][N:10]2[CH:11]=[C:12]([C:13]3[CH:18]=[CH:17][N:16]=[C:15]([NH:19][CH3:20])[CH:14]=3)[C:8]([C:4]3[CH:3]=[C:2]([NH:1][C:39]([NH:38][C:35]4[CH:34]=[CH:33][C:32]([C:31]([F:30])([F:41])[F:42])=[CH:37][CH:36]=4)=[O:40])[CH:7]=[CH:6][CH:5]=3)=[N:9]2)=[CH:27][CH:26]=1. The catalyst class is: 9. (7) Reactant: Cl.[NH2:2][C@@H:3]([CH3:9])[CH2:4][C:5]([O:7][CH3:8])=[O:6].CCN(C(C)C)C(C)C.[C:19](Cl)(=[O:21])[CH3:20]. Product: [C:19]([NH:2][C@@H:3]([CH3:9])[CH2:4][C:5]([O:7][CH3:8])=[O:6])(=[O:21])[CH3:20]. The catalyst class is: 4. (8) Reactant: [C:1]([C:3]1[CH:8]=[CH:7][C:6]([C:9]2[CH2:15][C@H:14]3[N:11]([C:12](=[O:19])[C@@H:13]3[C@H:16]([OH:18])[CH3:17])[C:10]=2[C:20]([O-:22])=[O:21])=[CH:5][CH:4]=1)#[N:2].[Na+].Cl[CH2:25][CH2:26][N:27]1[CH2:32][CH2:31][O:30][CH2:29][CH2:28]1. Product: [C:1]([C:3]1[CH:8]=[CH:7][C:6]([C:9]2[CH2:15][C@H:14]3[N:11]([C:12](=[O:19])[C@@H:13]3[C@H:16]([OH:18])[CH3:17])[C:10]=2[C:20]([O:22][CH2:25][CH2:26][N:27]2[CH2:32][CH2:31][O:30][CH2:29][CH2:28]2)=[O:21])=[CH:5][CH:4]=1)#[N:2]. The catalyst class is: 589.